Dataset: Forward reaction prediction with 1.9M reactions from USPTO patents (1976-2016). Task: Predict the product of the given reaction. Given the reactants [N:1]1([C:6]2[N:11]=[C:10]([C:12]3[CH:13]=[C:14]([NH:18][C:19](=[O:31])[NH:20][C:21]4[CH:30]=[CH:29][CH:28]=[CH:27][C:22]=4[C:23]([O:25]C)=[O:24])[CH:15]=[CH:16][CH:17]=3)[CH:9]=[CH:8][CH:7]=2)[CH2:5][CH2:4][CH2:3][CH2:2]1.[Li+].[OH-], predict the reaction product. The product is: [N:1]1([C:6]2[N:11]=[C:10]([C:12]3[CH:13]=[C:14]([NH:18][C:19](=[O:31])[NH:20][C:21]4[CH:30]=[CH:29][CH:28]=[CH:27][C:22]=4[C:23]([OH:25])=[O:24])[CH:15]=[CH:16][CH:17]=3)[CH:9]=[CH:8][CH:7]=2)[CH2:5][CH2:4][CH2:3][CH2:2]1.